Dataset: CYP1A2 inhibition data for predicting drug metabolism from PubChem BioAssay. Task: Regression/Classification. Given a drug SMILES string, predict its absorption, distribution, metabolism, or excretion properties. Task type varies by dataset: regression for continuous measurements (e.g., permeability, clearance, half-life) or binary classification for categorical outcomes (e.g., BBB penetration, CYP inhibition). Dataset: cyp1a2_veith. (1) The compound is c1ccc(CN(Cc2ncc[nH]2)c2ccccc2)cc1. The result is 0 (non-inhibitor). (2) The molecule is CCOC(=O)/C(C#N)=C\c1ccc(OCC(=O)Nc2ccc(C)cc2C)c(OC)c1. The result is 0 (non-inhibitor). (3) The drug is COc1ncc2nc(-c3cc(F)cc(F)c3)c(=O)n(C)c2n1. The result is 1 (inhibitor). (4) The drug is C[C@@H]1[C@H]2CC[C@@H]3[C@@H]4CC=C5C[C@@H](N(C)C)CC[C@]5(C)[C@@H]4CC[C@]23CN1C. The result is 0 (non-inhibitor). (5) The drug is COc1ccc(CNc2ncnc3ccc(-c4ccccc4OC)cc23)c(OC)c1. The result is 1 (inhibitor). (6) The molecule is COc1ccc(/C=N\NC(=O)C2C(=O)NCC2c2ccccc2)cc1O. The result is 0 (non-inhibitor). (7) The drug is COC(=O)CSc1nc(NC#N)nc(NC(C)C)n1. The result is 0 (non-inhibitor). (8) The drug is COc1ccc2[nH]cc(C=O)c2c1. The result is 1 (inhibitor). (9) The compound is CCN=C1S/C(=C\c2ccc(Sc3ccc(Cl)cc3)o2)C(=O)N1CC. The result is 1 (inhibitor).